From a dataset of Catalyst prediction with 721,799 reactions and 888 catalyst types from USPTO. Predict which catalyst facilitates the given reaction. Reactant: [CH3:1][NH:2][C:3]1[CH:4]=[N:5][CH:6]=[CH:7][C:8]=1[C:9]1[CH:14]=[CH:13][CH:12]=[CH:11][C:10]=1[CH3:15].[F:16][C:17]([F:32])([F:31])[C:18]1[CH:23]=[C:22]([C:24]([F:27])([F:26])[F:25])[N:21]=[C:20]([C:28](O)=[O:29])[CH:19]=1. Product: [CH3:1][N:2]([C:3]1[CH:4]=[N:5][CH:6]=[CH:7][C:8]=1[C:9]1[CH:14]=[CH:13][CH:12]=[CH:11][C:10]=1[CH3:15])[C:28]([C:20]1[CH:19]=[C:18]([C:17]([F:16])([F:31])[F:32])[CH:23]=[C:22]([C:24]([F:27])([F:25])[F:26])[N:21]=1)=[O:29]. The catalyst class is: 243.